Task: Predict which catalyst facilitates the given reaction.. Dataset: Catalyst prediction with 721,799 reactions and 888 catalyst types from USPTO (1) Reactant: [CH3:1][O:2][C:3]1[CH:4]=[C:5]([N:12]2[CH2:17][CH2:16][CH:15]([C:18]([OH:20])=O)[CH2:14][CH2:13]2)[CH:6]=[CH:7][C:8]=1[N+:9]([O-:11])=[O:10].[NH:21]1[CH2:26][CH2:25][O:24][CH2:23][CH2:22]1.CCN(C(C)C)C(C)C.CN(C(ON1N=NC2C=CC=NC1=2)=[N+](C)C)C.F[P-](F)(F)(F)(F)F. Product: [CH3:1][O:2][C:3]1[CH:4]=[C:5]([N:12]2[CH2:13][CH2:14][CH:15]([C:18]([N:21]3[CH2:26][CH2:25][O:24][CH2:23][CH2:22]3)=[O:20])[CH2:16][CH2:17]2)[CH:6]=[CH:7][C:8]=1[N+:9]([O-:11])=[O:10]. The catalyst class is: 303. (2) Reactant: [F:1][C:2]1[CH:3]=[C:4]([N+:9]([O-:11])=[O:10])[CH:5]=[CH:6][C:7]=1F.[CH3:12][CH2:13][CH:14]([NH2:17])[CH2:15][OH:16].C(=O)(O)[O-].[Na+]. Product: [F:1][C:2]1[CH:3]=[C:4]([N+:9]([O-:11])=[O:10])[CH:5]=[CH:6][C:7]=1[NH:17][C@H:14]([CH2:13][CH3:12])[CH2:15][OH:16]. The catalyst class is: 3. (3) Reactant: CN([CH:4]=[O:5])C.P(Cl)(Cl)(Cl)=O.[CH3:11][C:12]1[N:19]2[C:15]([S:16][CH:17]=[CH:18]2)=[CH:14][N:13]=1.[OH-].[Na+]. Product: [CH:4]([C:14]1[N:13]=[C:12]([CH3:11])[N:19]2[CH:18]=[CH:17][S:16][C:15]=12)=[O:5]. The catalyst class is: 46. (4) Reactant: [CH3:1][C@H:2]1[CH2:7][C@@H:6]([C:8]([O:10][CH3:11])=[O:9])[CH2:5][CH2:4][NH:3]1.[C:12](O[C:12]([O:14][C:15]([CH3:18])([CH3:17])[CH3:16])=[O:13])([O:14][C:15]([CH3:18])([CH3:17])[CH3:16])=[O:13]. Product: [CH3:1][C@H:2]1[CH2:7][C@@H:6]([C:8]([O:10][CH3:11])=[O:9])[CH2:5][CH2:4][N:3]1[C:12]([O:14][C:15]([CH3:18])([CH3:17])[CH3:16])=[O:13]. The catalyst class is: 7.